Dataset: Full USPTO retrosynthesis dataset with 1.9M reactions from patents (1976-2016). Task: Predict the reactants needed to synthesize the given product. (1) Given the product [C:22]([NH:26][S:27]([C:30]1[CH:38]=[C:34]([C:35]([N:1]2[CH2:2][CH2:3][C:4]([CH2:5][CH2:6][O:7][Si:8]([C:11]([CH3:12])([CH3:13])[CH3:14])([CH3:9])[CH3:10])([C:16]3[CH:17]=[CH:18][CH:19]=[CH:20][CH:21]=3)[O:15][CH2:41]2)=[O:36])[C:33]([Cl:39])=[CH:32][C:31]=1[F:40])(=[O:29])=[O:28])([CH3:25])([CH3:24])[CH3:23], predict the reactants needed to synthesize it. The reactants are: [NH2:1][CH2:2][CH2:3][C:4]([C:16]1[CH:21]=[CH:20][CH:19]=[CH:18][CH:17]=1)([OH:15])[CH2:5][CH2:6][O:7][Si:8]([C:11]([CH3:14])([CH3:13])[CH3:12])([CH3:10])[CH3:9].[C:22]([NH:26][S:27]([C:30]1[C:31]([F:40])=[CH:32][C:33]([Cl:39])=[C:34]([CH:38]=1)[C:35](O)=[O:36])(=[O:29])=[O:28])([CH3:25])([CH3:24])[CH3:23].[CH:41](N(C(C)C)CC)(C)C.CN(C(ON1N=NC2C=CC=NC1=2)=[N+](C)C)C.F[P-](F)(F)(F)(F)F.C([O-])(O)=O.[Na+]. (2) The reactants are: [Cl:1][C:2]1[C:3]([C:18]2[N:22]=[C:21]([C:23]3[N:24]=[C:25]4[C:30](Cl)=[CH:29][C:28]([C:32]([F:35])([F:34])[F:33])=[CH:27][N:26]4[CH:36]=3)[O:20][N:19]=2)=[CH:4][C:5]([F:17])=[C:6]([CH2:8][CH2:9][C:10]([O:12][C:13]([CH3:16])([CH3:15])[CH3:14])=[O:11])[CH:7]=1. Given the product [Cl:1][C:2]1[C:3]([C:18]2[N:22]=[C:21]([C:23]3[N:24]=[C:25]4[CH:30]=[CH:29][C:28]([C:32]([F:35])([F:33])[F:34])=[CH:27][N:26]4[CH:36]=3)[O:20][N:19]=2)=[CH:4][C:5]([F:17])=[C:6]([CH2:8][CH2:9][C:10]([O:12][C:13]([CH3:14])([CH3:16])[CH3:15])=[O:11])[CH:7]=1, predict the reactants needed to synthesize it. (3) Given the product [CH2:23]([C:26]1[CH:31]=[C:30]([O:32][C:33]2[CH:34]=[CH:35][C:36]([Cl:39])=[CH:37][CH:38]=2)[CH:29]=[CH:28][C:27]=1[O:40][CH2:2][CH2:3][CH2:4][O:5][C:6]1[CH:15]=[C:14]2[C:9]([CH2:10][CH2:11][C:12]([CH2:21][CH3:22])([C:16]([OH:18])=[O:17])[O:13]2)=[CH:8][CH:7]=1)[CH2:24][CH3:25], predict the reactants needed to synthesize it. The reactants are: Br[CH2:2][CH2:3][CH2:4][O:5][C:6]1[CH:15]=[C:14]2[C:9]([CH2:10][CH2:11][C:12]([CH2:21][CH3:22])([C:16]([O:18]CC)=[O:17])[O:13]2)=[CH:8][CH:7]=1.[CH2:23]([C:26]1[CH:31]=[C:30]([O:32][C:33]2[CH:38]=[CH:37][C:36]([Cl:39])=[CH:35][CH:34]=2)[CH:29]=[CH:28][C:27]=1[OH:40])[CH2:24][CH3:25]. (4) The reactants are: [C:1]1([CH:7]2[CH2:12][CH:11]([OH:13])[CH2:10][CH2:9][NH:8]2)[CH:6]=[CH:5][CH:4]=[CH:3][CH:2]=1.C([O-])([O-])=O.[K+].[K+].Cl[CH2:21][C:22]1[C:30]([CH3:31])=[CH:29][C:28]([CH3:32])=[C:27]2[C:23]=1[CH:24]=[CH:25][N:26]2[S:33]([C:36]1[CH:42]=[CH:41][C:39]([CH3:40])=[CH:38][CH:37]=1)(=[O:35])=[O:34].O. Given the product [CH3:31][C:30]1[C:22]([CH2:21][N:8]2[CH2:9][CH2:10][CH:11]([OH:13])[CH2:12][CH:7]2[C:1]2[CH:2]=[CH:3][CH:4]=[CH:5][CH:6]=2)=[C:23]2[C:27](=[C:28]([CH3:32])[CH:29]=1)[N:26]([S:33]([C:36]1[CH:42]=[CH:41][C:39]([CH3:40])=[CH:38][CH:37]=1)(=[O:34])=[O:35])[CH:25]=[CH:24]2, predict the reactants needed to synthesize it. (5) Given the product [C:1]([C:5]1[CH:10]=[CH:9][CH:8]=[CH:7][C:6]=1[O:11][CH2:18][CH:19]([CH3:21])[CH3:20])([CH3:4])([CH3:2])[CH3:3], predict the reactants needed to synthesize it. The reactants are: [C:1]([C:5]1[CH:10]=[CH:9][CH:8]=[CH:7][C:6]=1[OH:11])([CH3:4])([CH3:3])[CH3:2].CS(C)=O.[OH-].[K+].[CH2:18](I)[CH:19]([CH3:21])[CH3:20]. (6) Given the product [Br:1][C:2]1[CH:11]=[CH:10][C:5]([C:6]([OH:8])=[O:7])=[C:4]([CH3:12])[C:3]=1[O:13][CH3:14], predict the reactants needed to synthesize it. The reactants are: [Br:1][C:2]1[CH:11]=[CH:10][C:5]([C:6]([O:8]C)=[O:7])=[C:4]([CH3:12])[C:3]=1[O:13][CH3:14].Cl. (7) Given the product [Cl:1][C:2]1[CH:7]=[CH:6][CH:5]=[CH:4][C:3]=1[CH:8]([CH:20]1[CH2:24][CH2:23][CH2:22][CH2:21]1)[CH2:9]/[C:10](/[C:12]1[CH:13]=[CH:14][C:15](=[O:19])[N:16]([CH3:18])[CH:17]=1)=[N:26]\[OH:27], predict the reactants needed to synthesize it. The reactants are: [Cl:1][C:2]1[CH:7]=[CH:6][CH:5]=[CH:4][C:3]=1[CH:8]([CH:20]1[CH2:24][CH2:23][CH2:22][CH2:21]1)[CH2:9][C:10]([C:12]1[CH:13]=[CH:14][C:15](=[O:19])[N:16]([CH3:18])[CH:17]=1)=O.Cl.[NH2:26][OH:27].C([O-])(O)=O.[Na+]. (8) Given the product [CH3:18][NH:19][C:20]([C:22]1[C:30]2[C:25](=[CH:26][C:27]([O:31][C:2]3[CH:7]=[CH:6][N:5]=[C:4]4[CH:8]=[C:9]([C:11]5[S:12][CH:13]=[C:14]([CH2:16][OH:17])[N:15]=5)[S:10][C:3]=34)=[CH:28][CH:29]=2)[N:24]([CH3:32])[C:23]=1[CH3:33])=[O:21], predict the reactants needed to synthesize it. The reactants are: Cl[C:2]1[CH:7]=[CH:6][N:5]=[C:4]2[CH:8]=[C:9]([C:11]3[S:12][CH:13]=[C:14]([CH2:16][OH:17])[N:15]=3)[S:10][C:3]=12.[CH3:18][NH:19][C:20]([C:22]1[C:30]2[C:25](=[CH:26][C:27]([OH:31])=[CH:28][CH:29]=2)[N:24]([CH3:32])[C:23]=1[CH3:33])=[O:21].C([O-])([O-])=O.[Cs+].[Cs+]. (9) Given the product [Cl:1][C:2]1[CH:3]=[C:4]2[C:9](=[CH:10][C:11]=1[O:12][C:13]1[CH:14]=[CH:15][C:16]([C:19](=[O:31])[NH:20][CH:21]3[CH2:22][CH:23]([C:25]4[CH:30]=[CH:29][CH:28]=[CH:27][CH:26]=4)[CH2:24]3)=[CH:17][CH:18]=1)[O:8][CH2:7][CH2:6][CH:5]2[C:32]([O-:34])=[O:33].[Na+:37], predict the reactants needed to synthesize it. The reactants are: [Cl:1][C:2]1[CH:3]=[C:4]2[C:9](=[CH:10][C:11]=1[O:12][C:13]1[CH:18]=[CH:17][C:16]([C:19](=[O:31])[NH:20][CH:21]3[CH2:24][CH:23]([C:25]4[CH:30]=[CH:29][CH:28]=[CH:27][CH:26]=4)[CH2:22]3)=[CH:15][CH:14]=1)[O:8][CH2:7][CH2:6][CH:5]2[C:32]([OH:34])=[O:33].C[O-].[Na+:37]. (10) Given the product [Cl:3][C:4]1[CH:5]=[C:6]([CH2:11][N:12]2[C:16]3[CH:17]([OH:22])[CH2:18][CH2:19][CH2:20][CH2:21][C:15]=3[N:14]=[C:13]2[CH:23]([CH3:25])[CH3:24])[CH:7]=[CH:8][C:9]=1[Cl:10], predict the reactants needed to synthesize it. The reactants are: [BH4-].[Na+].[Cl:3][C:4]1[CH:5]=[C:6]([CH2:11][N:12]2[C:16]3[C:17](=[O:22])[CH2:18][CH2:19][CH2:20][CH2:21][C:15]=3[N:14]=[C:13]2[CH:23]([CH3:25])[CH3:24])[CH:7]=[CH:8][C:9]=1[Cl:10].